This data is from Peptide-MHC class II binding affinity with 134,281 pairs from IEDB. The task is: Regression. Given a peptide amino acid sequence and an MHC pseudo amino acid sequence, predict their binding affinity value. This is MHC class II binding data. (1) The peptide sequence is PNESYKKQVTIRIGC. The MHC is DRB1_0701 with pseudo-sequence DRB1_0701. The binding affinity (normalized) is 0.419. (2) The peptide sequence is FSKNYQDYEYLINVIHAFQY. The MHC is H-2-IAs with pseudo-sequence H-2-IAs. The binding affinity (normalized) is 0.116. (3) The peptide sequence is VSEALRIIAGTLEVH. The MHC is HLA-DQA10501-DQB10201 with pseudo-sequence HLA-DQA10501-DQB10201. The binding affinity (normalized) is 0.261. (4) The binding affinity (normalized) is 0.567. The MHC is DRB1_0802 with pseudo-sequence DRB1_0802. The peptide sequence is AFKVAATAAYAAPAN. (5) The peptide sequence is DANNYEQQEQASQQI. The MHC is DRB1_0301 with pseudo-sequence DRB1_0301. The binding affinity (normalized) is 0.0922. (6) The peptide sequence is SQTTGNPSCPEGT. The MHC is DRB1_1501 with pseudo-sequence DRB1_1501. The binding affinity (normalized) is 0. (7) The peptide sequence is AQGYQQLSQQMMTAF. The MHC is HLA-DQA10501-DQB10201 with pseudo-sequence HLA-DQA10501-DQB10201. The binding affinity (normalized) is 0.297. (8) The peptide sequence is SPTEFTSISSNSGNL. The MHC is DRB4_0101 with pseudo-sequence DRB4_0103. The binding affinity (normalized) is 0.628. (9) The peptide sequence is VSLIAIIKGIVNLYK. The MHC is DRB1_0401 with pseudo-sequence DRB1_0401. The binding affinity (normalized) is 0.359.